From a dataset of Reaction yield outcomes from USPTO patents with 853,638 reactions. Predict the reaction yield, written as a fraction of the theoretical maximum amount of product (1.0 means a 100% yield; for example, 0.34 means a 34% yield). (1) The reactants are [C:1](Cl)(=[O:8])[C:2]1[CH:7]=[CH:6][CH:5]=[CH:4][CH:3]=1.[NH2:10][C@@H:11]1[C:17](=[O:18])[N:16]2[C@H:19]([C:23]([O:25][C:26]([CH3:29])([CH3:28])[CH3:27])=[O:24])[CH2:20][CH2:21][CH2:22][N:15]2[C:14](=[O:30])[CH2:13][CH2:12]1.C(N(C(C)C)CC)(C)C. The catalyst is C(Cl)Cl. The product is [C:1]([NH:10][C@@H:11]1[C:17](=[O:18])[N:16]2[C@H:19]([C:23]([O:25][C:26]([CH3:28])([CH3:27])[CH3:29])=[O:24])[CH2:20][CH2:21][CH2:22][N:15]2[C:14](=[O:30])[CH2:13][CH2:12]1)(=[O:8])[C:2]1[CH:7]=[CH:6][CH:5]=[CH:4][CH:3]=1. The yield is 0.960. (2) The reactants are [C:1]([Cl:4])(=O)C.[NH2:5][C@H:6]([C:17]([OH:19])=[O:18])[CH2:7][C:8]1[C:16]2[C:11](=[CH:12][CH:13]=[CH:14][CH:15]=2)[NH:10][CH:9]=1. The catalyst is CO. The product is [ClH:4].[CH3:1][O:18][C:17](=[O:19])[C@H:6]([CH2:7][C:8]1[C:16]2[C:11](=[CH:12][CH:13]=[CH:14][CH:15]=2)[NH:10][CH:9]=1)[NH2:5]. The yield is 1.00. (3) The reactants are [OH:1][CH:2]([C:20]1[CH:25]=[CH:24][C:23]([O:26][C:27]2[CH:32]=[CH:31][CH:30]=[CH:29][CH:28]=2)=[CH:22][CH:21]=1)[CH:3]([CH2:9][C:10]1[CH:15]=[CH:14][C:13]([C:16]([F:19])([F:18])[F:17])=[CH:12][CH:11]=1)[C:4]([O:6]CC)=[O:5].[OH-].[Na+].Cl. The catalyst is CO. The product is [OH:1][CH:2]([C:20]1[CH:21]=[CH:22][C:23]([O:26][C:27]2[CH:28]=[CH:29][CH:30]=[CH:31][CH:32]=2)=[CH:24][CH:25]=1)[CH:3]([CH2:9][C:10]1[CH:11]=[CH:12][C:13]([C:16]([F:18])([F:19])[F:17])=[CH:14][CH:15]=1)[C:4]([OH:6])=[O:5]. The yield is 0.810. (4) The reactants are C(=O)([O-])[O-].[Na+].[Na+].COCCOC.Br[CH2:14][C:15]1[S:16][C:17]2[C:24]([O:25][CH3:26])=[CH:23][CH:22]=[CH:21][C:18]=2[C:19]=1[F:20].[F:27][C:28]([F:39])([F:38])[C:29]1[CH:30]=[C:31](B(O)O)[CH:32]=[CH:33][CH:34]=1. The catalyst is [Cl-].[Na+].O.C(OCC)(=O)C. The product is [F:20][C:19]1[C:18]2[CH:21]=[CH:22][CH:23]=[C:24]([O:25][CH3:26])[C:17]=2[S:16][C:15]=1[CH2:14][C:33]1[CH:32]=[CH:31][CH:30]=[C:29]([C:28]([F:39])([F:38])[F:27])[CH:34]=1. The yield is 0.410. (5) The reactants are [F:1][C:2]1[CH:7]=[CH:6][C:5]([O:8][CH3:9])=[CH:4][CH:3]=1.CC1(C)CCCC(C)(C)N1.[Li]CCCC.[C:25](=[O:27])=[O:26].Cl. The catalyst is C1COCC1. The product is [F:1][C:2]1[CH:7]=[CH:6][C:5]([O:8][CH3:9])=[CH:4][C:3]=1[C:25]([OH:27])=[O:26]. The yield is 0.400.